From a dataset of Full USPTO retrosynthesis dataset with 1.9M reactions from patents (1976-2016). Predict the reactants needed to synthesize the given product. (1) The reactants are: FC(F)(F)S([O:6][S:7]([C:10]([F:13])([F:12])[F:11])(=[O:9])=[O:8])(=O)=O.[F:16][C:17]1[CH:18]=[C:19]([CH2:24][C:25]([O:27][CH3:28])=[O:26])[CH:20]=[CH:21][C:22]=1O.C(N(CC)CC)C. Given the product [F:16][C:17]1[CH:18]=[C:19]([CH2:24][C:25]([O:27][CH3:28])=[O:26])[CH:20]=[CH:21][C:22]=1[O:6][S:7]([C:10]([F:11])([F:12])[F:13])(=[O:8])=[O:9], predict the reactants needed to synthesize it. (2) Given the product [C:1]([C:3]1[CH:8]=[CH:7][C:6]([C:9]([F:12])([F:10])[F:11])=[CH:5][C:4]=1[C:13]1[CH:18]=[C:17]([C:19]2[CH:24]=[CH:23][C:22]([CH3:25])=[CH:21][N:20]=2)[CH:16]=[C:15]([C:26]([NH:39][C@H:37]([CH3:38])[CH2:36][N:33]2[CH2:34][CH2:35][O:30][CH2:31][CH2:32]2)=[O:28])[CH:14]=1)#[N:2], predict the reactants needed to synthesize it. The reactants are: [C:1]([C:3]1[CH:8]=[CH:7][C:6]([C:9]([F:12])([F:11])[F:10])=[CH:5][C:4]=1[C:13]1[CH:18]=[C:17]([C:19]2[CH:24]=[CH:23][C:22]([CH3:25])=[CH:21][N:20]=2)[CH:16]=[C:15]([C:26]([OH:28])=O)[CH:14]=1)#[N:2].Cl.[O:30]1[CH2:35][CH2:34][N:33]([CH2:36][C@H:37]([NH2:39])[CH3:38])[CH2:32][CH2:31]1.F[P-](F)(F)(F)(F)F.C[N+](C)=C(N(C)C)ON1C2N=CC=CC=2N=N1.C(N(CC)C(C)C)(C)C.